Dataset: NCI-60 drug combinations with 297,098 pairs across 59 cell lines. Task: Regression. Given two drug SMILES strings and cell line genomic features, predict the synergy score measuring deviation from expected non-interaction effect. (1) Drug 1: CC(CN1CC(=O)NC(=O)C1)N2CC(=O)NC(=O)C2. Drug 2: CN(C)C1=NC(=NC(=N1)N(C)C)N(C)C. Cell line: HS 578T. Synergy scores: CSS=20.4, Synergy_ZIP=-1.24, Synergy_Bliss=9.18, Synergy_Loewe=-5.24, Synergy_HSA=2.58. (2) Drug 1: CN1CCC(CC1)COC2=C(C=C3C(=C2)N=CN=C3NC4=C(C=C(C=C4)Br)F)OC. Drug 2: C1=CC=C(C=C1)NC(=O)CCCCCCC(=O)NO. Cell line: SNB-19. Synergy scores: CSS=7.15, Synergy_ZIP=-0.0263, Synergy_Bliss=4.77, Synergy_Loewe=3.37, Synergy_HSA=3.85.